This data is from Catalyst prediction with 721,799 reactions and 888 catalyst types from USPTO. The task is: Predict which catalyst facilitates the given reaction. (1) Reactant: [Br:1][C:2]1[CH:11]=[C:10]([Br:12])[C:9]2[C:4](=[CH:5][CH:6]=[CH:7][CH:8]=2)[C:3]=1[NH2:13].Br[CH2:15][CH2:16][CH2:17][CH2:18]Br.C(N(CC)C(C)C)(C)C. Product: [Br:1][C:2]1[CH:11]=[C:10]([Br:12])[C:9]2[C:4](=[CH:5][CH:6]=[CH:7][CH:8]=2)[C:3]=1[N:13]1[CH2:18][CH2:17][CH2:16][CH2:15]1. The catalyst class is: 11. (2) Product: [Cl:15][C:13]1[C:12]2[C:7](=[N:8][C:9]([C:16]3[C:21]([C:22]([F:25])([F:24])[F:23])=[CH:20][CH:19]=[CH:18][N:17]=3)=[CH:10][CH:11]=2)[N:6]=[C:5]([O:2][CH3:1])[CH:14]=1. The catalyst class is: 1. Reactant: [CH3:1][O-:2].[Na+].Cl[C:5]1[CH:14]=[C:13]([Cl:15])[C:12]2[C:7](=[N:8][C:9]([C:16]3[C:21]([C:22]([F:25])([F:24])[F:23])=[CH:20][CH:19]=[CH:18][N:17]=3)=[CH:10][CH:11]=2)[N:6]=1.O. (3) Reactant: [CH3:1][N:2]([CH3:33])[C:3]1[CH:8]=[CH:7][C:6]([CH2:9][N:10]([C:24]2[CH:29]=[CH:28][C:27]([CH:30]([CH3:32])[CH3:31])=[CH:26][CH:25]=2)[C:11]([CH:13]2[C:22]3[C:17](=[CH:18][C:19]([OH:23])=[CH:20][CH:21]=3)[CH2:16][CH2:15][CH2:14]2)=[O:12])=[CH:5][CH:4]=1.Cl.Cl[CH2:36][CH2:37][N:38]([CH3:40])[CH3:39].C(=O)([O-])[O-].[K+].[K+]. Product: [CH3:39][N:38]([CH3:40])[CH2:37][CH2:36][O:23][C:19]1[CH:18]=[C:17]2[C:22](=[CH:21][CH:20]=1)[CH:13]([C:11]([N:10]([CH2:9][C:6]1[CH:7]=[CH:8][C:3]([N:2]([CH3:33])[CH3:1])=[CH:4][CH:5]=1)[C:24]1[CH:25]=[CH:26][C:27]([CH:30]([CH3:31])[CH3:32])=[CH:28][CH:29]=1)=[O:12])[CH2:14][CH2:15][CH2:16]2. The catalyst class is: 9. (4) Reactant: [OH:1][C:2]1[CH:3]=[C:4]([CH:21]=[C:22]([O:24][C@@H:25]([CH3:29])[CH2:26][O:27][CH3:28])[CH:23]=1)[C:5]([NH:7][C:8]1[CH:12]=[C:11]([CH3:13])[N:10]([C:14]([O:16][C:17]([CH3:20])([CH3:19])[CH3:18])=[O:15])[N:9]=1)=[O:6].[CH2:30]([O:32][C:33]([C:35]1[CH:40]=[CH:39][C:38](B(O)O)=[CH:37][CH:36]=1)=[O:34])[CH3:31].C(N(CC)CC)C. Product: [CH2:30]([O:32][C:33]([C:35]1[CH:40]=[CH:39][C:38]([O:1][C:2]2[CH:3]=[C:4]([CH:21]=[C:22]([O:24][C@@H:25]([CH3:29])[CH2:26][O:27][CH3:28])[CH:23]=2)[C:5]([NH:7][C:8]2[CH:12]=[C:11]([CH3:13])[N:10]([C:14]([O:16][C:17]([CH3:20])([CH3:19])[CH3:18])=[O:15])[N:9]=2)=[O:6])=[CH:37][CH:36]=1)=[O:34])[CH3:31]. The catalyst class is: 302. (5) Reactant: [OH:1][C@@H:2]1[C@H:6]([CH2:7][NH:8][C:9](=[O:16])[C@H:10]([CH2:12][CH:13]([CH3:15])[CH3:14])[NH2:11])[CH2:5][N:4]([C:17]([O:19][C:20]([CH3:23])([CH3:22])[CH3:21])=[O:18])[CH2:3]1.[S:24]1[C:28]2[CH:29]=[CH:30][CH:31]=[CH:32][C:27]=2[CH:26]=[C:25]1[C:33](O)=[O:34].C(Cl)CCl.C1C=C2C(N(O)N=NC2=CC=1)=O.CN1CCOCC1. Product: [S:24]1[C:28]2[CH:29]=[CH:30][CH:31]=[CH:32][C:27]=2[CH:26]=[C:25]1[C:33]([NH:11][C@H:10]([C:9]([NH:8][CH2:7][C@H:6]1[C@@H:2]([OH:1])[CH2:3][N:4]([C:17]([O:19][C:20]([CH3:21])([CH3:23])[CH3:22])=[O:18])[CH2:5]1)=[O:16])[CH2:12][CH:13]([CH3:14])[CH3:15])=[O:34]. The catalyst class is: 2. (6) Reactant: [Cl:1][C:2]1[CH:3]=[C:4]2[C:9](=[CH:10][C:11]=1[O:12][C:13]1[CH:18]=[CH:17][C:16]([C:19](=[O:28])[NH:20][C:21]3[N:22]=[N:23][C:24](Cl)=[CH:25][CH:26]=3)=[CH:15][CH:14]=1)[O:8][CH2:7][CH2:6][CH:5]2[C:29]([O:31][CH2:32][CH3:33])=[O:30].[Cl:34][C:35]1[CH:40]=[C:39]([C:41]([F:44])([F:43])[F:42])[CH:38]=[CH:37][C:36]=1B(O)O.C(=O)([O-])[O-].[Na+].[Na+]. Product: [Cl:1][C:2]1[CH:3]=[C:4]2[C:9](=[CH:10][C:11]=1[O:12][C:13]1[CH:14]=[CH:15][C:16]([C:19](=[O:28])[NH:20][C:21]3[N:22]=[N:23][C:24]([C:36]4[CH:37]=[CH:38][C:39]([C:41]([F:44])([F:43])[F:42])=[CH:40][C:35]=4[Cl:34])=[CH:25][CH:26]=3)=[CH:17][CH:18]=1)[O:8][CH2:7][CH2:6][CH:5]2[C:29]([O:31][CH2:32][CH3:33])=[O:30]. The catalyst class is: 109.